From a dataset of Reaction yield outcomes from USPTO patents with 853,638 reactions. Predict the reaction yield, written as a fraction of the theoretical maximum amount of product (1.0 means a 100% yield; for example, 0.34 means a 34% yield). (1) The reactants are [Br:1][C:2]1[CH:3]=[C:4]([S:18][C:19]2[CH:20]=[C:21]([CH:25]=[CH:26][CH:27]=2)[C:22](O)=[O:23])[C:5]([NH:8][C:9]2[S:10][C:11]3[C:16]([N:17]=2)=[CH:15][CH:14]=[CH:13][N:12]=3)=[N:6][CH:7]=1.[CH3:28][N:29]([CH3:33])[CH2:30][CH2:31][NH2:32].Cl.CN(C)CCCN=C=NCC.C1C=CC2N(O)N=NC=2C=1.O.C(N(CC)C(C)C)(C)C. The catalyst is CN(C=O)C.O. The product is [Br:1][C:2]1[CH:3]=[C:4]([S:18][C:19]2[CH:20]=[C:21]([CH:25]=[CH:26][CH:27]=2)[C:22]([NH:32][CH2:31][CH2:30][N:29]([CH3:33])[CH3:28])=[O:23])[C:5]([NH:8][C:9]2[S:10][C:11]3[C:16]([N:17]=2)=[CH:15][CH:14]=[CH:13][N:12]=3)=[N:6][CH:7]=1. The yield is 0.330. (2) The reactants are [C:1]([C:3]([C:6]1[CH:30]=[CH:29][C:9]([C:10]([NH:12][C:13]2[CH:18]=[C:17]([C:19]3[CH:24]=[CH:23][CH:22]=[CH:21][CH:20]=3)[N:16]3[N:25]=[C:26]([CH3:28])[CH:27]=[C:15]3[N:14]=2)=[O:11])=[CH:8][CH:7]=1)([CH3:5])[CH3:4])#[N:2].[H][H]. The catalyst is CO.[Ni]. The product is [NH2:2][CH2:1][C:3]([C:6]1[CH:7]=[CH:8][C:9]([C:10]([NH:12][C:13]2[CH:18]=[C:17]([C:19]3[CH:24]=[CH:23][CH:22]=[CH:21][CH:20]=3)[N:16]3[N:25]=[C:26]([CH3:28])[CH:27]=[C:15]3[N:14]=2)=[O:11])=[CH:29][CH:30]=1)([CH3:4])[CH3:5]. The yield is 0.590.